From a dataset of Full USPTO retrosynthesis dataset with 1.9M reactions from patents (1976-2016). Predict the reactants needed to synthesize the given product. (1) Given the product [OH:14][C@:15]12[CH2:24][CH2:23][CH2:22][CH2:21][CH:20]1[CH2:19][N:18]([C:6]1[C:7]3[C:12](=[CH:11][CH:10]=[CH:9][CH:8]=3)[C:3]([C:1]#[N:2])=[CH:4][CH:5]=1)[CH2:17][CH2:16]2, predict the reactants needed to synthesize it. The reactants are: [C:1]([C:3]1[C:12]2[C:7](=[CH:8][CH:9]=[CH:10][CH:11]=2)[C:6](F)=[CH:5][CH:4]=1)#[N:2].[OH:14][C@:15]12[CH2:24][CH2:23][CH2:22][CH2:21][CH:20]1[CH2:19][NH:18][CH2:17][CH2:16]2. (2) Given the product [Cl:15][C:16]1[CH:17]=[C:18]2[C:22](=[CH:23][CH:24]=1)[NH:21][C:20](=[O:25])[C:19]2=[CH:12][C:9]1[NH:8][C:7]([CH3:14])=[C:6]([CH2:5][CH2:4][C:1]([OH:3])=[O:2])[C:10]=1[CH3:11], predict the reactants needed to synthesize it. The reactants are: [C:1]([CH2:4][CH2:5][C:6]1[C:10]([CH3:11])=[C:9]([CH:12]=O)[NH:8][C:7]=1[CH3:14])([OH:3])=[O:2].[Cl:15][C:16]1[CH:17]=[C:18]2[C:22](=[CH:23][CH:24]=1)[NH:21][C:20](=[O:25])[CH2:19]2. (3) Given the product [Br:8][C:3]1[C:4]([CH3:7])=[N:5][O:6][C:2]=1[NH:1][S:15]([C:11]1[CH:10]=[C:9]([CH3:19])[CH:14]=[CH:13][CH:12]=1)(=[O:17])=[O:16], predict the reactants needed to synthesize it. The reactants are: [NH2:1][C:2]1[O:6][N:5]=[C:4]([CH3:7])[C:3]=1[Br:8].[C:9]1([CH3:19])[CH:14]=[CH:13][CH:12]=[C:11]([S:15](Cl)(=[O:17])=[O:16])[CH:10]=1. (4) Given the product [F:22][C:18]1[CH:17]=[C:16]2[C:21]([C:13]([C:11]3[CH:10]=[CH:9][C:7]4[N:8]=[C:4]([CH2:3][CH2:2][N:38]5[CH2:39][CH2:40][N:35]([CH3:34])[CH2:36][CH2:37]5)[O:5][C:6]=4[CH:12]=3)=[CH:14][NH:15]2)=[CH:20][CH:19]=1, predict the reactants needed to synthesize it. The reactants are: Cl[CH2:2][CH2:3][C:4]1[O:5][C:6]2[CH:12]=[C:11]([C:13]3[C:21]4[C:16](=[CH:17][C:18]([F:22])=[CH:19][CH:20]=4)[N:15](S(C4C=CC=CC=4)(=O)=O)[CH:14]=3)[CH:10]=[CH:9][C:7]=2[N:8]=1.[OH-].[Na+].[CH3:34][N:35]1[CH2:40][CH2:39][NH:38][CH2:37][CH2:36]1. (5) Given the product [NH:21]1[C:29]2[C:24](=[C:25]([C:2]3[N:3]=[C:4]([N:15]4[CH2:20][CH2:19][O:18][CH2:17][CH2:16]4)[C:5]4[O:10][C:9]5[CH:11]=[CH:12][CH:13]=[CH:14][C:8]=5[C:6]=4[N:7]=3)[CH:26]=[CH:27][CH:28]=2)[CH:23]=[CH:22]1, predict the reactants needed to synthesize it. The reactants are: Cl[C:2]1[N:3]=[C:4]([N:15]2[CH2:20][CH2:19][O:18][CH2:17][CH2:16]2)[C:5]2[O:10][C:9]3[CH:11]=[CH:12][CH:13]=[CH:14][C:8]=3[C:6]=2[N:7]=1.[NH:21]1[C:29]2[CH:28]=[CH:27][CH:26]=[C:25](B3OC(C)(C)C(C)(C)O3)[C:24]=2[CH:23]=[CH:22]1. (6) Given the product [C:35]([C:33]1[CH:34]=[C:29]([NH:28][C:27]([NH:19][C:12]2[C:13]3[C:18](=[CH:17][CH:16]=[CH:15][CH:14]=3)[C:9]([O:8][C:6]3[CH:5]=[CH:4][N:3]=[C:2]([Cl:1])[CH:7]=3)=[CH:10][CH:11]=2)=[O:26])[C:30]([O:44][CH3:45])=[C:31]([NH:39][S:40]([CH3:43])(=[O:41])=[O:42])[CH:32]=1)([CH3:38])([CH3:36])[CH3:37], predict the reactants needed to synthesize it. The reactants are: [Cl:1][C:2]1[CH:7]=[C:6]([O:8][C:9]2[C:18]3[C:13](=[CH:14][CH:15]=[CH:16][CH:17]=3)[C:12]([NH2:19])=[CH:11][CH:10]=2)[CH:5]=[CH:4][N:3]=1.C1([O:26][C:27](=O)[NH:28][C:29]2[CH:34]=[C:33]([C:35]([CH3:38])([CH3:37])[CH3:36])[CH:32]=[C:31]([NH:39][S:40]([CH3:43])(=[O:42])=[O:41])[C:30]=2[O:44][CH3:45])C=CC=CC=1. (7) Given the product [CH3:19][O:18][CH2:17][CH2:16][O:15][C@H:12]1[CH2:13][CH2:14][C@H:9]([NH2:8])[CH2:10][CH2:11]1, predict the reactants needed to synthesize it. The reactants are: C([N:8](CC1C=CC=CC=1)[C@H:9]1[CH2:14][CH2:13][C@H:12]([O:15][CH2:16][CH2:17][O:18][CH3:19])[CH2:11][CH2:10]1)C1C=CC=CC=1.[H][H].